Dataset: NCI-60 drug combinations with 297,098 pairs across 59 cell lines. Task: Regression. Given two drug SMILES strings and cell line genomic features, predict the synergy score measuring deviation from expected non-interaction effect. (1) Drug 1: C1=CC(=C2C(=C1NCCNCCO)C(=O)C3=C(C=CC(=C3C2=O)O)O)NCCNCCO. Drug 2: C1=NC(=NC(=O)N1C2C(C(C(O2)CO)O)O)N. Cell line: MOLT-4. Synergy scores: CSS=35.7, Synergy_ZIP=-2.91, Synergy_Bliss=-6.98, Synergy_Loewe=-28.5, Synergy_HSA=-6.15. (2) Drug 1: CC12CCC3C(C1CCC2=O)CC(=C)C4=CC(=O)C=CC34C. Drug 2: C1=CC(=CC=C1C#N)C(C2=CC=C(C=C2)C#N)N3C=NC=N3. Cell line: NCI/ADR-RES. Synergy scores: CSS=42.1, Synergy_ZIP=5.01, Synergy_Bliss=-0.914, Synergy_Loewe=0.502, Synergy_HSA=-0.284. (3) Drug 1: C1=CC(=CC=C1CC(C(=O)O)N)N(CCCl)CCCl.Cl. Drug 2: CCCCC(=O)OCC(=O)C1(CC(C2=C(C1)C(=C3C(=C2O)C(=O)C4=C(C3=O)C=CC=C4OC)O)OC5CC(C(C(O5)C)O)NC(=O)C(F)(F)F)O. Cell line: HL-60(TB). Synergy scores: CSS=31.3, Synergy_ZIP=0.0231, Synergy_Bliss=0.751, Synergy_Loewe=0.282, Synergy_HSA=-0.194. (4) Drug 1: C1=CC=C(C(=C1)C(C2=CC=C(C=C2)Cl)C(Cl)Cl)Cl. Drug 2: CC1=C(C=C(C=C1)C(=O)NC2=CC(=CC(=C2)C(F)(F)F)N3C=C(N=C3)C)NC4=NC=CC(=N4)C5=CN=CC=C5. Cell line: HT29. Synergy scores: CSS=-4.40, Synergy_ZIP=2.28, Synergy_Bliss=1.25, Synergy_Loewe=-1.73, Synergy_HSA=-2.66. (5) Drug 1: CC1C(C(=O)NC(C(=O)N2CCCC2C(=O)N(CC(=O)N(C(C(=O)O1)C(C)C)C)C)C(C)C)NC(=O)C3=C4C(=C(C=C3)C)OC5=C(C(=O)C(=C(C5=N4)C(=O)NC6C(OC(=O)C(N(C(=O)CN(C(=O)C7CCCN7C(=O)C(NC6=O)C(C)C)C)C)C(C)C)C)N)C. Drug 2: C1=NC2=C(N1)C(=S)N=CN2. Cell line: SF-295. Synergy scores: CSS=59.5, Synergy_ZIP=-5.08, Synergy_Bliss=-3.61, Synergy_Loewe=-18.7, Synergy_HSA=2.52. (6) Drug 1: C1CC(=O)NC(=O)C1N2C(=O)C3=CC=CC=C3C2=O. Drug 2: B(C(CC(C)C)NC(=O)C(CC1=CC=CC=C1)NC(=O)C2=NC=CN=C2)(O)O. Cell line: OVCAR-8. Synergy scores: CSS=2.04, Synergy_ZIP=2.10, Synergy_Bliss=0.914, Synergy_Loewe=-68.5, Synergy_HSA=-2.99.